From a dataset of Full USPTO retrosynthesis dataset with 1.9M reactions from patents (1976-2016). Predict the reactants needed to synthesize the given product. (1) The reactants are: [Br:1][C:2]1[CH:3]=[C:4]([CH:6]=[C:7]([C:9]([F:12])([F:11])[F:10])[CH:8]=1)[NH2:5].[CH3:13][C:14](=O)[CH2:15][CH2:16][C:17](=O)[CH3:18].CC1C=CC(S(O)(=O)=O)=CC=1. Given the product [Br:1][C:2]1[CH:3]=[C:4]([N:5]2[C:17]([CH3:18])=[CH:16][CH:15]=[C:14]2[CH3:13])[CH:6]=[C:7]([C:9]([F:10])([F:11])[F:12])[CH:8]=1, predict the reactants needed to synthesize it. (2) Given the product [C:23]([C:27]1[CH:28]=[C:29]([CH:33]=[C:34]([C:36]([OH:39])([CH3:38])[CH3:37])[CH:35]=1)[C:30]([NH:6][C:5]1[CH:7]=[CH:8][C:2]([CH3:1])=[C:3]([N:9]2[C:16]3[N:12]([N:13]=[C:14]([C:17]4[CH:18]=[N:19][CH:20]=[CH:21][CH:22]=4)[CH:15]=3)[CH:11]=[CH:10]2)[CH:4]=1)=[O:31])([CH3:26])([CH3:24])[CH3:25], predict the reactants needed to synthesize it. The reactants are: [CH3:1][C:2]1[CH:8]=[CH:7][C:5]([NH2:6])=[CH:4][C:3]=1[N:9]1[C:16]2[N:12]([N:13]=[C:14]([C:17]3[CH:18]=[N:19][CH:20]=[CH:21][CH:22]=3)[CH:15]=2)[CH:11]=[CH:10]1.[C:23]([C:27]1[CH:28]=[C:29]([CH:33]=[C:34]([C:36]([OH:39])([CH3:38])[CH3:37])[CH:35]=1)[C:30](O)=[O:31])([CH3:26])([CH3:25])[CH3:24]. (3) Given the product [Br:8][C:6]1[N:7]=[C:2]([N:18]2[CH2:19][CH2:20][CH2:21][N:15]([CH3:14])[CH2:16][CH2:17]2)[C:3]([N:9]2[CH2:13][CH2:12][CH2:11][CH2:10]2)=[N:4][CH:5]=1, predict the reactants needed to synthesize it. The reactants are: Br[C:2]1[C:3]([N:9]2[CH2:13][CH2:12][CH2:11][CH2:10]2)=[N:4][CH:5]=[C:6]([Br:8])[N:7]=1.[CH3:14][N:15]1[CH2:21][CH2:20][CH2:19][NH:18][CH2:17][CH2:16]1. (4) Given the product [CH2:14]([O:1][C:2]1[CH:3]=[CH:4][C:5]([C:6]([O:8][CH2:9][CH3:10])=[O:7])=[CH:11][CH:12]=1)[CH2:15][CH3:16], predict the reactants needed to synthesize it. The reactants are: [OH:1][C:2]1[CH:12]=[CH:11][C:5]([C:6]([O:8][CH2:9][CH3:10])=[O:7])=[CH:4][CH:3]=1.Br[CH2:14][CH2:15][CH3:16].[H-].[Na+]. (5) Given the product [C:32]([O:36][C:37]([N:39]1[CH2:43][C@@H:42]([CH2:44][N:45]([CH:62]([CH3:63])[CH3:64])[C:46](=[O:61])[C:47]2[CH:52]=[CH:51][C:50]([O:53][CH3:54])=[C:49]([O:55][CH2:56][CH2:57][CH2:58][O:59][CH3:60])[CH:48]=2)[C@H:41]([NH:65][C:8](=[O:10])[CH2:7][CH:1]2[CH2:2][CH2:3][CH2:4][CH2:5][CH2:6]2)[CH2:40]1)=[O:38])([CH3:34])([CH3:35])[CH3:33], predict the reactants needed to synthesize it. The reactants are: [CH:1]1([CH2:7][C:8]([OH:10])=O)[CH2:6][CH2:5][CH2:4][CH2:3][CH2:2]1.C1C=CC2N(O)N=NC=2C=1.CCN=C=NCCCN(C)C.[C:32]([O:36][C:37]([N:39]1[CH2:43][C@@H:42]([CH2:44][N:45]([CH:62]([CH3:64])[CH3:63])[C:46](=[O:61])[C:47]2[CH:52]=[CH:51][C:50]([O:53][CH3:54])=[C:49]([O:55][CH2:56][CH2:57][CH2:58][O:59][CH3:60])[CH:48]=2)[C@H:41]([NH2:65])[CH2:40]1)=[O:38])([CH3:35])([CH3:34])[CH3:33].Cl.